From a dataset of Reaction yield outcomes from USPTO patents with 853,638 reactions. Predict the reaction yield, written as a fraction of the theoretical maximum amount of product (1.0 means a 100% yield; for example, 0.34 means a 34% yield). The reactants are [CH3:1][O:2][C:3](=[O:31])[CH:4]([C:9]1[CH:14]=[C:13]([O:15][S:16]([C:19]([F:22])([F:21])[F:20])(=[O:18])=[O:17])[CH:12]=[C:11](OCC2C=CC=CC=2)[CH:10]=1)[CH2:5][C:6]([CH3:8])=[CH2:7].[F:32][C:33]1[CH:34]=[C:35](B(O)O)[CH:36]=[C:37]([C:39]([F:42])([F:41])[F:40])[CH:38]=1. No catalyst specified. The product is [CH3:1][O:2][C:3](=[O:31])[CH:4]([C:9]1[CH:10]=[C:11]([C:35]2[CH:36]=[C:37]([C:39]([F:42])([F:41])[F:40])[CH:38]=[C:33]([F:32])[CH:34]=2)[CH:12]=[C:13]([O:15][S:16]([C:19]([F:22])([F:21])[F:20])(=[O:17])=[O:18])[CH:14]=1)[CH2:5][CH:6]([CH3:8])[CH3:7]. The yield is 0.660.